Predict the reaction yield, written as a fraction of the theoretical maximum amount of product (1.0 means a 100% yield; for example, 0.34 means a 34% yield). From a dataset of Reaction yield outcomes from USPTO patents with 853,638 reactions. (1) The product is [Cl:1][C:2]1[CH:10]=[C:6]2[C:5](=[CH:4][CH:3]=1)[N:11]=[CH:12][C:13]([N+:14]([O-:16])=[O:15])=[C:7]2[OH:8]. The yield is 0.760. The reactants are [Cl:1][C:2]1[CH:3]=[CH:4][C:5]([N:11]=[CH:12][CH2:13][N+:14]([O-:16])=[O:15])=[C:6]([CH:10]=1)[C:7](O)=[O:8].C([O-])([O-])=O.[K+].[K+]. The catalyst is C(OC(=O)C)(=O)C. (2) The reactants are [C:1]([S:5]([C:8]1[C:9]2[S:16][CH:15]=[C:14]([C:17]3[CH2:21][C@@H:20]([CH2:22][O:23][CH2:24][O:25][CH3:26])[C@@H:19]([OH:27])[CH:18]=3)[C:10]=2[N:11]=[CH:12][N:13]=1)(=[O:7])=[O:6])([CH3:4])([CH3:3])[CH3:2]. The catalyst is ClCCl. The product is [C:1]([S:5]([C:8]1[C:9]2[S:16][CH:15]=[C:14]([CH:17]3[CH2:18][C@H:19]([OH:27])[C@H:20]([CH2:22][O:23][CH2:24][O:25][CH3:26])[CH2:21]3)[C:10]=2[N:11]=[CH:12][N:13]=1)(=[O:6])=[O:7])([CH3:4])([CH3:3])[CH3:2]. The yield is 0.780. (3) The reactants are Cl[C:2]1[N:3]=[CH:4][C:5]2[N:10]=[C:9]([NH:11]C(=O)OCC)[S:8][C:6]=2[N:7]=1.[CH3:17][O-:18].[Na+].O. The catalyst is CO. The product is [CH3:17][O:18][C:2]1[N:3]=[CH:4][C:5]2[N:10]=[C:9]([NH2:11])[S:8][C:6]=2[N:7]=1. The yield is 0.820.